From a dataset of Peptide-MHC class II binding affinity with 134,281 pairs from IEDB. Regression. Given a peptide amino acid sequence and an MHC pseudo amino acid sequence, predict their binding affinity value. This is MHC class II binding data. The peptide sequence is GEMQIVDKIDAAFKI. The MHC is DRB1_1201 with pseudo-sequence DRB1_1201. The binding affinity (normalized) is 0.530.